Dataset: Full USPTO retrosynthesis dataset with 1.9M reactions from patents (1976-2016). Task: Predict the reactants needed to synthesize the given product. (1) Given the product [CH:23]1([N:22]2[C:21]3[CH:29]=[CH:30][C:31]([C:33]([OH:35])=[O:34])=[CH:32][C:20]=3[N:19]=[C:18]2[C:13]2[CH:14]=[C:15]3[C:10](=[CH:11][CH:12]=2)[N:9]=[C:8]([C:6]2[CH:5]=[N:48][CH:44]=[CH:45][N:46]=2)[CH:17]=[CH:16]3)[CH2:28][CH2:27][CH2:26][CH2:25][CH2:24]1, predict the reactants needed to synthesize it. The reactants are: BrC1C=C[C:5](O)=[C:6]([C:8]2[CH:17]=[CH:16][C:15]3[C:10](=[CH:11][CH:12]=[C:13]([C:18]4[N:22]([CH:23]5[CH2:28][CH2:27][CH2:26][CH2:25][CH2:24]5)[C:21]5[CH:29]=[CH:30][C:31]([C:33]([OH:35])=[O:34])=[CH:32][C:20]=5[N:19]=4)[CH:14]=3)[N:9]=2)C=1.C(OC(C1C=C[C:45]2[N:46](C3CCCCC3)C(C3C=CC(N)=C(C=O)C=3)=[N:48][C:44]=2C=1)=O)C.N1C=CN=CC=1C(=O)C.[OH-].[K+]. (2) Given the product [S:52]1[C:53]2[CH:59]=[CH:58][CH:57]=[CH:56][C:54]=2[N:55]=[C:51]1[C:2]1[CH:3]=[C:4]([C:23]([O:25][CH3:26])=[O:24])[C:5]2[O:9][C:8]([C:16]3[CH:17]=[CH:18][CH:19]=[CH:20][CH:21]=3)([C:10]3[CH:11]=[CH:12][CH:13]=[CH:14][CH:15]=3)[O:7][C:6]=2[CH:22]=1, predict the reactants needed to synthesize it. The reactants are: Br[C:2]1[CH:3]=[C:4]([C:23]([O:25][CH3:26])=[O:24])[C:5]2[O:9][C:8]([C:16]3[CH:21]=[CH:20][CH:19]=[CH:18][CH:17]=3)([C:10]3[CH:15]=[CH:14][CH:13]=[CH:12][CH:11]=3)[O:7][C:6]=2[CH:22]=1.B1(B2OC(C)(C)C(C)(C)O2)OC(C)(C)C(C)(C)O1.CC([O-])=O.[K+].Br[C:51]1[S:52][C:53]2[CH:59]=[CH:58][CH:57]=[CH:56][C:54]=2[N:55]=1.C([O-])([O-])=O.[K+].[K+]. (3) Given the product [OH:8][CH:7]([C:6]1[CH:9]=[CH:10][C:3]([O:2][CH3:1])=[CH:4][CH:5]=1)[C:7]([C:6]1[CH:9]=[CH:10][C:3]([O:2][CH3:1])=[CH:4][CH:5]=1)=[O:8], predict the reactants needed to synthesize it. The reactants are: [CH3:1][O:2][C:3]1[CH:10]=[CH:9][C:6]([CH:7]=[O:8])=[CH:5][CH:4]=1.[C-]#N.[Na+]. (4) Given the product [CH2:9]([O:11][C:12](=[O:18])[NH:13][C:14]1[N:1]=[C:2]2[CH:7]=[CH:6][C:5]([I:8])=[N:4][N:3]2[CH:15]=1)[CH3:10], predict the reactants needed to synthesize it. The reactants are: [NH2:1][C:2]1[N:3]=[N:4][C:5]([I:8])=[CH:6][CH:7]=1.[CH2:9]([O:11][C:12](=[O:18])[NH:13][C:14](=O)[CH2:15]Cl)[CH3:10].P([O-])([O-])(O)=O.[Na+].[Na+].O. (5) Given the product [CH3:27][NH:26][C:23]1[N:24]=[CH:25][C:20]([C:18]2[CH:17]=[N:16][N:15]([C@H:12]3[CH2:11][CH2:10][C@H:9]([OH:8])[CH2:14][CH2:13]3)[CH:19]=2)=[C:21]2[CH:30]=[C:29]([C:40]3[C:48]4[C:43](=[CH:44][N:45]=[CH:46][CH:47]=4)[S:42][CH:41]=3)[O:28][C:22]=12, predict the reactants needed to synthesize it. The reactants are: [Si]([O:8][C@H:9]1[CH2:14][CH2:13][C@H:12]([N:15]2[CH:19]=[C:18]([C:20]3[CH:25]=[N:24][C:23]([NH:26][CH3:27])=[C:22]4[O:28][C:29](Cl)=[CH:30][C:21]=34)[CH:17]=[N:16]2)[CH2:11][CH2:10]1)(C(C)(C)C)(C)C.CC1(C)C(C)(C)OB([C:40]2[C:48]3[C:43](=[CH:44][N:45]=[CH:46][CH:47]=3)[S:42][CH:41]=2)O1.C(=O)([O-])[O-].[Na+].[Na+].Cl. (6) Given the product [Br:1][C:2]1[C:3]([F:9])=[C:4]([NH:5][S:20]([CH2:19][CH2:18][CH2:17][F:16])(=[O:22])=[O:21])[CH:6]=[CH:7][CH:8]=1, predict the reactants needed to synthesize it. The reactants are: [Br:1][C:2]1[C:3]([F:9])=[C:4]([CH:6]=[CH:7][CH:8]=1)[NH2:5].N1C=CC=CC=1.[F:16][CH2:17][CH2:18][CH2:19][S:20](Cl)(=[O:22])=[O:21].O.